From a dataset of NCI-60 drug combinations with 297,098 pairs across 59 cell lines. Regression. Given two drug SMILES strings and cell line genomic features, predict the synergy score measuring deviation from expected non-interaction effect. (1) Drug 1: CC1=C(C=C(C=C1)C(=O)NC2=CC(=CC(=C2)C(F)(F)F)N3C=C(N=C3)C)NC4=NC=CC(=N4)C5=CN=CC=C5. Drug 2: CC(C)(C#N)C1=CC(=CC(=C1)CN2C=NC=N2)C(C)(C)C#N. Cell line: SF-539. Synergy scores: CSS=1.89, Synergy_ZIP=-0.456, Synergy_Bliss=-3.53, Synergy_Loewe=1.60, Synergy_HSA=-2.36. (2) Cell line: UO-31. Drug 1: C1=NC2=C(N=C(N=C2N1C3C(C(C(O3)CO)O)O)F)N. Synergy scores: CSS=9.28, Synergy_ZIP=-4.60, Synergy_Bliss=-4.22, Synergy_Loewe=-5.94, Synergy_HSA=-5.22. Drug 2: C1CN(CCN1C(=O)CCBr)C(=O)CCBr. (3) Drug 1: CN(C)N=NC1=C(NC=N1)C(=O)N. Drug 2: C1=CN(C=N1)CC(O)(P(=O)(O)O)P(=O)(O)O. Cell line: HOP-62. Synergy scores: CSS=0.103, Synergy_ZIP=2.63, Synergy_Bliss=5.79, Synergy_Loewe=1.85, Synergy_HSA=1.89.